Task: Predict which catalyst facilitates the given reaction.. Dataset: Catalyst prediction with 721,799 reactions and 888 catalyst types from USPTO (1) Reactant: [CH2:1]([O:8][C:9]1[CH:14]=[CH:13][C:12]([NH:15][C:16]2[C:25]3[C:20](=[CH:21][CH:22]=[C:23]([C:26]4OC(C=O)=[CH:28][CH:27]=4)[CH:24]=3)[N:19]=[CH:18][N:17]=2)=[CH:11][C:10]=1[C:33]([F:36])([F:35])[F:34])[C:2]1[CH:7]=[CH:6][CH:5]=[CH:4][CH:3]=1.[CH3:37][S:38]([CH2:41][CH2:42][NH2:43])(=[O:40])=[O:39].[C:44]([OH:47])(=O)[CH3:45].C([BH3-])#N.[Na+]. Product: [F:36][C:33]([F:34])([F:35])[C:10]1[CH:11]=[C:12]([NH:15][C:16]2[C:25]3[C:20](=[CH:21][CH:22]=[C:23]([C:26]4[CH:27]=[CH:28][O:47][C:44]=4[CH2:45][NH:43][CH2:42][CH2:41][S:38]([CH3:37])(=[O:40])=[O:39])[CH:24]=3)[N:19]=[CH:18][N:17]=2)[CH:13]=[CH:14][C:9]=1[O:8][CH2:1][C:2]1[CH:3]=[CH:4][CH:5]=[CH:6][CH:7]=1. The catalyst class is: 96. (2) Reactant: C(=O)=O.C(#N)C.[C:7]([C:9]1[N:10]([NH:14][C:15](=[O:21])[O:16][C:17]([CH3:20])([CH3:19])[CH3:18])[CH:11]=[CH:12][CH:13]=1)#[N:8].[Br:22]N1C(C)(C)C(=O)N(Br)C1=O. The catalyst class is: 290. Product: [Br:22][C:12]1[CH:13]=[C:9]([C:7]#[N:8])[N:10]([NH:14][C:15](=[O:21])[O:16][C:17]([CH3:18])([CH3:20])[CH3:19])[CH:11]=1. (3) Reactant: [N:1]1[CH:6]=[CH:5][CH:4]=[CH:3][C:2]=1[C:7]1[O:11][N:10]=[C:9]([C:12]([O:14]CC)=[O:13])[C:8]=1[C:17]([F:20])([F:19])[F:18].[OH-].[Na+]. Product: [N:1]1[CH:6]=[CH:5][CH:4]=[CH:3][C:2]=1[C:7]1[O:11][N:10]=[C:9]([C:12]([OH:14])=[O:13])[C:8]=1[C:17]([F:20])([F:18])[F:19]. The catalyst class is: 8. (4) Reactant: [CH2:1]([O:3][C:4](=[O:34])[CH2:5][CH2:6][CH2:7][CH2:8][N:9]([CH2:25][CH2:26][C:27]1[CH:32]=[CH:31][CH:30]=[CH:29][C:28]=1[OH:33])[CH:10]1[CH2:19][CH2:18][CH2:17][C:16]2[N:15]=[C:14]([C:20]([O:22][CH2:23][CH3:24])=[O:21])[CH:13]=[CH:12][C:11]1=2)[CH3:2].Cl[CH2:36][C:37]1[CH:42]=[CH:41][C:40]([CH2:43][CH2:44][C:45]2[CH:50]=[CH:49][CH:48]=[CH:47][CH:46]=2)=[CH:39][CH:38]=1.C(=O)([O-])[O-].[K+].[K+].O. Product: [CH2:1]([O:3][C:4](=[O:34])[CH2:5][CH2:6][CH2:7][CH2:8][N:9]([CH2:25][CH2:26][C:27]1[CH:32]=[CH:31][CH:30]=[CH:29][C:28]=1[O:33][CH2:36][C:37]1[CH:42]=[CH:41][C:40]([CH2:43][CH2:44][C:45]2[CH:50]=[CH:49][CH:48]=[CH:47][CH:46]=2)=[CH:39][CH:38]=1)[CH:10]1[CH2:19][CH2:18][CH2:17][C:16]2[N:15]=[C:14]([C:20]([O:22][CH2:23][CH3:24])=[O:21])[CH:13]=[CH:12][C:11]1=2)[CH3:2]. The catalyst class is: 39. (5) Reactant: C(=O)([O-])[O-].[Na+].[Na+].[O:7]([C:14]1[CH:19]=[CH:18][C:17](B(O)O)=[CH:16][CH:15]=1)[C:8]1[CH:13]=[CH:12][CH:11]=[CH:10][CH:9]=1.Br[C:24]1[C:25]([NH2:31])=[N:26][CH:27]=[C:28]([CH3:30])[N:29]=1. Product: [CH3:30][C:28]1[N:29]=[C:24]([C:17]2[CH:18]=[CH:19][C:14]([O:7][C:8]3[CH:13]=[CH:12][CH:11]=[CH:10][CH:9]=3)=[CH:15][CH:16]=2)[C:25]([NH2:31])=[N:26][CH:27]=1. The catalyst class is: 108. (6) Reactant: [NH2:1][CH:2]1[CH2:7][CH2:6][CH2:5][CH:4]([OH:8])[CH2:3]1.N1C=CN=C1.[CH3:14][C:15]([Si:18](Cl)([CH3:20])[CH3:19])([CH3:17])[CH3:16]. Product: [Si:18]([O:8][CH:4]1[CH2:5][CH2:6][CH2:7][CH:2]([NH2:1])[CH2:3]1)([C:15]([CH3:17])([CH3:16])[CH3:14])([CH3:20])[CH3:19]. The catalyst class is: 2.